From a dataset of Forward reaction prediction with 1.9M reactions from USPTO patents (1976-2016). Predict the product of the given reaction. (1) Given the reactants [C:1]([O:5][C:6]([NH:8][CH:9]([CH3:16])[CH2:10]OS(C)(=O)=O)=[O:7])([CH3:4])([CH3:3])[CH3:2].[NH:17]1[CH2:22][CH2:21][O:20][CH2:19][CH2:18]1.C([O-])([O-])=O.[K+].[K+], predict the reaction product. The product is: [C:1]([O:5][C:6](=[O:7])[NH:8][CH:9]([CH3:16])[CH2:10][N:17]1[CH2:22][CH2:21][O:20][CH2:19][CH2:18]1)([CH3:4])([CH3:3])[CH3:2]. (2) Given the reactants [CH3:1][CH2:2][C:3](C)=[O:4].[C:6]([OH:11])(=[O:10])[C:7](C)=C.[CH3:12]C(N=NC(C#N)(C)C)(C#N)C, predict the reaction product. The product is: [CH3:1][CH:2]([O:11][C:6]([CH3:7])=[O:10])[CH2:3][O:4][CH3:12]. (3) Given the reactants ClC1C=CC(C2C3C(C)=NN(C4CN(C(OC(C)(C)C)=O)C4)C=3C(=O)N2C2C=C(C)C3N(C(C)=NN=3)C=2)=CC=1.CCO.[Cl:43][C:44]1[CH:49]=[CH:48][C:47]([CH:50]2[C:57]3[C:56]([CH2:58][O:59][CH3:60])=[N:55][N:54]([CH:61]4[CH2:63][CH2:62]4)[C:53]=3[C:52](=[O:64])[N:51]2[C:65]2[CH:66]=[C:67]([CH3:75])[C:68]3[N:69]([C:71]([CH3:74])=[N:72][N:73]=3)[CH:70]=2)=[CH:46][CH:45]=1.C(Cl)Cl.CO, predict the reaction product. The product is: [Cl:43][C:44]1[CH:45]=[CH:46][C:47]([C@@H:50]2[C:57]3[C:56]([CH2:58][O:59][CH3:60])=[N:55][N:54]([CH:61]4[CH2:62][CH2:63]4)[C:53]=3[C:52](=[O:64])[N:51]2[C:65]2[CH:66]=[C:67]([CH3:75])[C:68]3[N:69]([C:71]([CH3:74])=[N:72][N:73]=3)[CH:70]=2)=[CH:48][CH:49]=1. (4) Given the reactants [C:1]([O:5][C:6](=[O:33])[NH:7][C:8]([C:12]1[CH:21]=[CH:20][C:19]2[C:14](=[CH:15][CH:16]=[C:17]([O:22][C@H:23]3[CH2:28][CH2:27][C@H:26]([C:29]([CH3:32])([CH3:31])[CH3:30])[CH2:25][CH2:24]3)[CH:18]=2)[N:13]=1)([CH3:11])[CH2:9][OH:10])([CH3:4])([CH3:3])[CH3:2].NC(C1C=CC2C(=CC=C(O[C@H]3CC[C@H](C(C)(C)C)CC3)C=2[C:49]([F:52])([F:51])[F:50])N=1)(C)CO.C(O)(C(F)(F)F)=O, predict the reaction product. The product is: [C:1]([O:5][C:6](=[O:33])[NH:7][C:8]([C:12]1[CH:21]=[CH:20][C:19]2[C:14](=[CH:15][CH:16]=[C:17]([O:22][C@H:23]3[CH2:28][CH2:27][C@H:26]([C:29]([CH3:32])([CH3:31])[CH3:30])[CH2:25][CH2:24]3)[C:18]=2[C:49]([F:52])([F:51])[F:50])[N:13]=1)([CH3:11])[CH2:9][OH:10])([CH3:4])([CH3:2])[CH3:3]. (5) Given the reactants [CH2:1](Br)[CH:2]=[CH2:3].[OH:5][CH:6]([CH2:24][C:25]1[CH:30]=[CH:29][C:28]([CH3:31])=[CH:27][CH:26]=1)[C:7]([NH:9][CH2:10][CH2:11][C:12]1[CH:17]=[CH:16][C:15]([O:18][CH2:19][C:20]#[CH:21])=[C:14]([O:22][CH3:23])[CH:13]=1)=[O:8].[OH-].[Na+], predict the reaction product. The product is: [CH2:1]([O:5][CH:6]([CH2:24][C:25]1[CH:30]=[CH:29][C:28]([CH3:31])=[CH:27][CH:26]=1)[C:7]([NH:9][CH2:10][CH2:11][C:12]1[CH:17]=[CH:16][C:15]([O:18][CH2:19][C:20]#[CH:21])=[C:14]([O:22][CH3:23])[CH:13]=1)=[O:8])[CH:2]=[CH2:3]. (6) Given the reactants F[C:2]1[CH:9]=[CH:8][C:5]([CH:6]=[O:7])=[CH:4][CH:3]=1.[N:10]1([C:17](=[O:19])[CH3:18])[CH2:16][CH2:15][CH2:14][NH:13][CH2:12][CH2:11]1.C([O-])([O-])=O.[K+].[K+], predict the reaction product. The product is: [C:17]([N:10]1[CH2:16][CH2:15][CH2:14][N:13]([C:2]2[CH:9]=[CH:8][C:5]([CH:6]=[O:7])=[CH:4][CH:3]=2)[CH2:12][CH2:11]1)(=[O:19])[CH3:18]. (7) Given the reactants C([O:5][C:6]([N:8]1[CH2:12][CH2:11][CH2:10][CH:9]1[C:13]1[NH:14][C:15]([C:18]2[CH:27]=[CH:26][C:25]3[C:20](=[CH:21][CH:22]=[C:23]([C:28]4[CH:29]=[C:30]5[C:54](=[CH:55][CH:56]=4)[C:34]4[NH:35][C:36]([CH:38]6[CH2:42][CH2:41][CH2:40][N:39]6[C:43](=[O:53])[CH:44]([NH:48][C:49]([O:51][CH3:52])=[O:50])[CH:45]([CH3:47])[CH3:46])=[N:37][C:33]=4[CH:32]=[CH:31]5)[CH:24]=3)[CH:19]=2)=[CH:16][N:17]=1)=O)(C)(C)C.COC(=O)NC(C(N1CCCC1C1[NH:73][C:74]([C:77]2[CH:86]=[CH:85][C:84]3[C:79](=CC=C([C:84]4[CH:85]=[CH:86][C:77]([C:74]5[NH:73]C(C6CCCN6C(=O)C(N)C6C=CC=CC=6)=NC=5)=[CH:78][CH:79]=4)C=3)[CH:78]=2)=CN=1)=O)C(C)C.C(OC(N1CCCC1C1NC(C2C=CC(C3C=CC4C(=CC=C(C5NC(C6CCCN6C(=O)C(NC(OC)=O)C(C)C)=NC=5)C=4)C=3)=CC=2)=CN=1)=O)(C)(C)C, predict the reaction product. The product is: [CH3:52][O:51][C:49](=[O:50])[NH:48][CH:44]([C:43]([N:39]1[CH2:40][CH2:41][CH2:42][CH:38]1[C:36]1[NH:35][C:34]2[C:54]3[C:30]([CH:31]=[CH:32][C:33]=2[N:37]=1)=[CH:29][C:28]([C:23]1[CH:22]=[CH:21][C:20]2[C:25](=[CH:26][CH:27]=[C:18]([C:15]4[NH:14][C:13]([CH:9]5[CH2:10][CH2:11][CH2:12][N:8]5[C:6](=[O:5])[CH:74]([NH2:73])[C:77]5[CH:86]=[CH:85][CH:84]=[CH:79][CH:78]=5)=[N:17][CH:16]=4)[CH:19]=2)[CH:24]=1)=[CH:56][CH:55]=3)=[O:53])[CH:45]([CH3:46])[CH3:47]. (8) The product is: [Br:15][C:16]1[CH:17]=[CH:18][C:19]([C:20]2[O:27][CH:24]=[CH:23][N:22]=2)=[CH:29][CH:30]=1. Given the reactants O=P12OP3(OP(OP(O3)(O1)=O)(=O)O2)=O.[Br:15][C:16]1[CH:30]=[CH:29][C:19]([C:20]([NH:22][CH2:23][CH:24]([O:27]C)OC)=O)=[CH:18][CH:17]=1, predict the reaction product. (9) Given the reactants [NH2:1][CH2:2][CH:3]([C:5]1[CH:10]=[CH:9][CH:8]=[C:7]([Br:11])[CH:6]=1)[OH:4].Cl[CH2:13][C:14]([NH:16][C:17]1[CH:22]=[CH:21][CH:20]=[CH:19][CH:18]=1)=[O:15].C(=O)([O-])[O-].[K+].[K+].OP([O-])(O)=O.[K+], predict the reaction product. The product is: [Br:11][C:7]1[CH:6]=[C:5]([CH:3]([OH:4])[CH2:2][NH:1][CH2:13][C:14]([NH:16][C:17]2[CH:22]=[CH:21][CH:20]=[CH:19][CH:18]=2)=[O:15])[CH:10]=[CH:9][CH:8]=1. (10) Given the reactants [N+:1]([C:4]1[CH:5]=[C:6]([CH:10]=[CH:11][C:12]=1[C:13]1[O:14][C:15]([C:18]2[CH:23]=[CH:22][C:21]([C:24]([F:27])([F:26])[F:25])=[CH:20][CH:19]=2)=[N:16][N:17]=1)[C:7]([OH:9])=[O:8])([O-])=O, predict the reaction product. The product is: [NH2:1][C:4]1[CH:5]=[C:6]([CH:10]=[CH:11][C:12]=1[C:13]1[O:14][C:15]([C:18]2[CH:23]=[CH:22][C:21]([C:24]([F:27])([F:26])[F:25])=[CH:20][CH:19]=2)=[N:16][N:17]=1)[C:7]([OH:9])=[O:8].